This data is from TCR-epitope binding with 47,182 pairs between 192 epitopes and 23,139 TCRs. The task is: Binary Classification. Given a T-cell receptor sequence (or CDR3 region) and an epitope sequence, predict whether binding occurs between them. (1) The epitope is QVPLRPMTYK. The TCR CDR3 sequence is CSVPKTGTSGFNEQFF. Result: 1 (the TCR binds to the epitope). (2) The epitope is FQPTNGVGY. The TCR CDR3 sequence is CASSPGVGTGTDTQYF. Result: 0 (the TCR does not bind to the epitope). (3) The epitope is LLQTGIHVRVSQPSL. The TCR CDR3 sequence is CASSSFGYNEQFF. Result: 1 (the TCR binds to the epitope). (4) The epitope is FLKEKGGL. The TCR CDR3 sequence is CASSYSTAGELFF. Result: 0 (the TCR does not bind to the epitope). (5) The epitope is AVFDRKSDAK. The TCR CDR3 sequence is CASSPLIRGLNEKLFF. Result: 1 (the TCR binds to the epitope). (6) Result: 1 (the TCR binds to the epitope). The epitope is LLQTGIHVRVSQPSL. The TCR CDR3 sequence is CASSPYWGQVNEQYF.